From a dataset of Reaction yield outcomes from USPTO patents with 853,638 reactions. Predict the reaction yield, written as a fraction of the theoretical maximum amount of product (1.0 means a 100% yield; for example, 0.34 means a 34% yield). (1) The reactants are [Br:1][C:2]1[CH:3]=[CH:4][C:5]([S:8](Cl)(=[O:10])=[O:9])=[N:6][CH:7]=1.[CH2:12]1[CH:17]2[CH2:18][C:19]3([NH2:22])[CH2:21][CH:15]([CH2:16]2)[CH2:14][CH:13]1[CH2:20]3. The catalyst is N1C=CC=CC=1. The product is [C:19]12([NH:22][S:8]([C:5]3[CH:4]=[CH:3][C:2]([Br:1])=[CH:7][N:6]=3)(=[O:10])=[O:9])[CH2:20][CH:13]3[CH2:14][CH:15]([CH2:16][CH:17]([CH2:12]3)[CH2:18]1)[CH2:21]2. The yield is 0.380. (2) The reactants are Cl.[F:2][C:3]1[CH:8]=[CH:7][C:6]([CH:9]([C:17]2[CH:22]=[CH:21][C:20]([F:23])=[CH:19][CH:18]=2)[CH:10]2[C:15](=[O:16])[CH2:14][CH2:13][NH:12][CH2:11]2)=[CH:5][CH:4]=1.[F:24][C:25]([F:39])([F:38])[C:26]1[CH:33]=[C:32]([C:34]([F:37])([F:36])[F:35])[CH:31]=[CH:30][C:27]=1[CH2:28]Br.C(=O)([O-])[O-].[K+].[K+]. The catalyst is CN(C)C=O. The product is [F:2][C:3]1[CH:8]=[CH:7][C:6]([CH:9]([C:17]2[CH:18]=[CH:19][C:20]([F:23])=[CH:21][CH:22]=2)[CH:10]2[C:15](=[O:16])[CH2:14][CH2:13][N:12]([CH2:28][C:27]3[CH:30]=[CH:31][C:32]([C:34]([F:37])([F:36])[F:35])=[CH:33][C:26]=3[C:25]([F:24])([F:38])[F:39])[CH2:11]2)=[CH:5][CH:4]=1. The yield is 0.570. (3) The reactants are Cl.[CH3:2][C:3]1[C:7]([CH2:8][N:9]2[CH:13]=[C:12]([NH2:14])[CH:11]=[N:10]2)=[C:6]([CH3:15])[O:5][N:4]=1.[N:16]([CH:19]([CH2:25][CH:26]([CH3:28])[CH3:27])[C:20](OCC)=[O:21])=[C:17]=[O:18]. No catalyst specified. The product is [CH3:2][C:3]1[C:7]([CH2:8][N:9]2[CH:13]=[C:12]([N:14]3[C:20](=[O:21])[CH:19]([CH2:25][CH:26]([CH3:28])[CH3:27])[NH:16][C:17]3=[O:18])[CH:11]=[N:10]2)=[C:6]([CH3:15])[O:5][N:4]=1. The yield is 0.500. (4) The reactants are [Cl:1][C:2](Cl)(Cl)[C:3](=N)[O:4][C@H:5]1[O:22][C@H:21]([CH2:23][O:24][C:25](=[O:27])[CH3:26])[C@@H:16]([O:17][C:18](=[O:20])[CH3:19])[C@H:11]([O:12][C:13](=[O:15])[CH3:14])[C@@H:6]1[O:7][C:8](=[O:10])[CH3:9].[Br:31][C:32]1[CH:37]=C(Cl)C(O)=[C:34]([Cl:40])[CH:33]=1.[Si](OS(C(F)(F)F)(=O)=O)(C)(C)C.C(O[C@H]1[C@@H](OC(=O)C)[C@H](OC(=O)C)[C@@H](COC(=O)C)O[C@@H]1OC1C=CC(Br)=CC=1Cl)(=O)C. The catalyst is C1(C)C=CC=CC=1. The product is [C:8]([O:7][C@H:6]1[C@@H:11]([O:12][C:13](=[O:15])[CH3:14])[C@H:16]([O:17][C:18](=[O:20])[CH3:19])[C@@H:21]([CH2:23][O:24][C:25](=[O:27])[CH3:26])[O:22][C@@H:5]1[O:4][C:3]1[C:34]([Cl:40])=[CH:33][C:32]([Br:31])=[CH:37][C:2]=1[Cl:1])(=[O:10])[CH3:9]. The yield is 0.420. (5) The reactants are [CH3:1][O:2][C:3]([C:5]1([C:9]2[CH:14]=[CH:13][C:12]([NH:15][C:16]3[CH:21]=[C:20]([C:22]4[CH:27]=[CH:26][CH:25]=[CH:24][CH:23]=4)[N:19]=[C:18](Cl)[N:17]=3)=[CH:11][CH:10]=2)[CH2:8][CH2:7][CH2:6]1)=[O:4].[NH:29]1[CH2:34][CH2:33][S:32][CH2:31][CH2:30]1.COC(C1(C2C=CC(N)=CC=2)CCC1)=O. No catalyst specified. The product is [CH3:1][O:2][C:3]([C:5]1([C:9]2[CH:14]=[CH:13][C:12]([NH:15][C:16]3[CH:21]=[C:20]([C:22]4[CH:27]=[CH:26][CH:25]=[CH:24][CH:23]=4)[N:19]=[C:18]([N:29]4[CH2:34][CH2:33][S:32][CH2:31][CH2:30]4)[N:17]=3)=[CH:11][CH:10]=2)[CH2:8][CH2:7][CH2:6]1)=[O:4]. The yield is 0.900. (6) The reactants are [Cl:1][C:2]1[C:7]([CH2:8][NH:9][CH2:10][CH:11]([CH:13]2[CH2:17][CH2:16][CH2:15][O:14]2)[OH:12])=[C:6]([CH3:18])[CH:5]=[C:4]([Cl:19])[N:3]=1.C=O.[C:22](O)(=O)C.C([BH3-])#N.[Na+].C([O-])(O)=O.[Na+]. The catalyst is CO. The product is [Cl:1][C:2]1[C:7]([CH2:8][N:9]([CH3:22])[CH2:10][CH:11]([CH:13]2[CH2:17][CH2:16][CH2:15][O:14]2)[OH:12])=[C:6]([CH3:18])[CH:5]=[C:4]([Cl:19])[N:3]=1. The yield is 0.710. (7) The reactants are [OH:1][CH2:2][C:3]1[CH:4]=[C:5]2[C:10](=[CH:11][CH:12]=1)[CH:9]=[C:8]([OH:13])[CH:7]=[CH:6]2.C(N(CC)CC)C.[C:21](Cl)(=[O:25])[C:22]([CH3:24])=[CH2:23]. The catalyst is ClCCl. The product is [C:21]([O:13][C:8]1[CH:7]=[CH:6][C:5]2[C:10](=[CH:11][CH:12]=[C:3]([CH2:2][OH:1])[CH:4]=2)[CH:9]=1)(=[O:25])[C:22]([CH3:24])=[CH2:23]. The yield is 0.650.